Predict the reaction yield, written as a fraction of the theoretical maximum amount of product (1.0 means a 100% yield; for example, 0.34 means a 34% yield). From a dataset of Reaction yield outcomes from USPTO patents with 853,638 reactions. (1) The reactants are [NH:1]1[C:9]2[C:4](=[CH:5][C:6]([C:10]([O:12]C)=O)=[CH:7][CH:8]=2)[CH:3]=[CH:2]1.[NH2:14][NH2:15]. The catalyst is CCO. The product is [NH:1]1[C:9]2[C:4](=[CH:5][C:6]([C:10]([NH:14][NH2:15])=[O:12])=[CH:7][CH:8]=2)[CH:3]=[CH:2]1. The yield is 0.778. (2) The reactants are F[C:2](F)(F)[C:3]1([C:6]2[O:10][N:9]=[C:8]([NH:11][C:12](=[O:20])OC3C=CC=CC=3)[CH:7]=2)[CH2:5][CH2:4]1.[NH2:23][C:24]1[CH:29]=[CH:28][C:27]([C:30]2[CH:31]=[CH:32][C:33]([NH2:36])=[N:34][CH:35]=2)=[CH:26][C:25]=1[O:37][CH3:38].Cl.NC1C=CC(C2C=CC(NCCN3CCOCC3)=NC=2)=CC=1. No catalyst specified. The product is [NH2:36][C:33]1[N:34]=[CH:35][C:30]([C:27]2[CH:28]=[CH:29][C:24]([NH:23][C:12]([NH:11][C:8]3[CH:7]=[C:6]([C:3]([CH3:2])([CH3:4])[CH3:5])[O:10][N:9]=3)=[O:20])=[C:25]([O:37][CH3:38])[CH:26]=2)=[CH:31][CH:32]=1. The yield is 0.470. (3) The reactants are [CH2:1]([O:3][C:4](=[O:43])[CH2:5][CH2:6][CH2:7][O:8][C:9]1[CH:14]=[CH:13][CH:12]=[C:11]([CH2:15][CH2:16][CH2:17][CH2:18][CH2:19][CH2:20][O:21][C:22]2[CH:27]=[C:26]([O:28][CH2:29][CH:30]3[CH2:34][CH2:33][CH2:32][CH2:31]3)[CH:25]=[C:24](Br)[CH:23]=2)[C:10]=1[CH2:36][CH2:37][C:38]([O:40][CH2:41][CH3:42])=[O:39])[CH3:2].[F:44][C:45]1[CH:46]=[C:47](B(O)O)[CH:48]=[CH:49][CH:50]=1.C(=O)([O-])[O-].[Cs+].[Cs+]. The catalyst is C1C=CC(P(C2C=CC=CC=2)[C-]2C=CC=C2)=CC=1.C1C=CC(P(C2C=CC=CC=2)[C-]2C=CC=C2)=CC=1.Cl[Pd]Cl.[Fe+2]. The product is [CH2:1]([O:3][C:4](=[O:43])[CH2:5][CH2:6][CH2:7][O:8][C:9]1[CH:14]=[CH:13][CH:12]=[C:11]([CH2:15][CH2:16][CH2:17][CH2:18][CH2:19][CH2:20][O:21][C:22]2[CH:23]=[C:24]([C:49]3[CH:48]=[CH:47][CH:46]=[C:45]([F:44])[CH:50]=3)[CH:25]=[C:26]([O:28][CH2:29][CH:30]3[CH2:34][CH2:33][CH2:32][CH2:31]3)[CH:27]=2)[C:10]=1[CH2:36][CH2:37][C:38]([O:40][CH2:41][CH3:42])=[O:39])[CH3:2]. The yield is 0.740. (4) The reactants are [OH:1][CH2:2][CH2:3][CH:4]1[CH2:8][CH2:7][CH2:6][N:5]1[C:9]([O:11][C:12]([CH3:15])([CH3:14])[CH3:13])=[O:10].C1(P(C2C=CC=CC=2)C2C=CC=CC=2)C=CC=CC=1.N(C(OCC)=O)=NC(OCC)=O.[CH3:47][N:48]1[CH:52]=[CH:51][C:50]([NH:53][C:54]2[C:63]3[C:58](=[CH:59][CH:60]=[C:61]([O:64][C:65]4[N:70]=[CH:69][C:68](O)=[CH:67][CH:66]=4)[CH:62]=3)[N:57]=[CH:56][N:55]=2)=[N:49]1. The catalyst is C(Cl)(Cl)Cl.O1CCCC1. The product is [CH3:47][N:48]1[CH:52]=[CH:51][C:50]([NH:53][C:54]2[C:63]3[C:58](=[CH:59][CH:60]=[C:61]([O:64][C:65]4[N:70]=[CH:69][C:68]([O:1][CH2:2][CH2:3][CH:4]5[CH2:8][CH2:7][CH2:6][N:5]5[C:9]([O:11][C:12]([CH3:15])([CH3:14])[CH3:13])=[O:10])=[CH:67][CH:66]=4)[CH:62]=3)[N:57]=[CH:56][N:55]=2)=[N:49]1. The yield is 0.905. (5) The reactants are CCOC(/N=N/C(OCC)=O)=O.O[CH2:14][C:15]([CH2:23][OH:24])([CH2:20][CH:21]=[CH2:22])[C:16]([O:18][CH3:19])=[O:17].C1(P(C2C=CC=CC=2)C2C=CC=CC=2)C=CC=CC=1. The catalyst is C1(C)C=CC=CC=1.CN(C([S-])=S)C.CN(C([S-])=S)C.[Zn+2]. The product is [CH2:20]([C:15]1([C:16]([O:18][CH3:19])=[O:17])[CH2:14][O:24][CH2:23]1)[CH:21]=[CH2:22]. The yield is 0.640. (6) The reactants are [C:1](=O)([O-])[O-].[K+].[K+].CB1OB(C)OB(C)O1.Br[C:17]1[CH:33]=[CH:32][C:20]2[CH2:21][CH2:22][N:23]([C:26](=[O:31])[C:27]([F:30])([F:29])[F:28])[CH2:24][CH2:25][C:19]=2[C:18]=1[O:34][CH3:35]. The catalyst is CN(C)C=O.C1C=CC([P]([Pd]([P](C2C=CC=CC=2)(C2C=CC=CC=2)C2C=CC=CC=2)([P](C2C=CC=CC=2)(C2C=CC=CC=2)C2C=CC=CC=2)[P](C2C=CC=CC=2)(C2C=CC=CC=2)C2C=CC=CC=2)(C2C=CC=CC=2)C2C=CC=CC=2)=CC=1. The product is [CH3:35][O:34][C:18]1[C:19]2[CH2:25][CH2:24][N:23]([C:26](=[O:31])[C:27]([F:30])([F:29])[F:28])[CH2:22][CH2:21][C:20]=2[CH:32]=[CH:33][C:17]=1[CH3:1]. The yield is 0.830.